This data is from Catalyst prediction with 721,799 reactions and 888 catalyst types from USPTO. The task is: Predict which catalyst facilitates the given reaction. (1) Reactant: [Cl-].O[NH3+:3].[C:4](=[O:7])([O-])[OH:5].[Na+].CS(C)=O.[CH2:13]([C:17]1[N:22]2[N:23]=[CH:24][N:25]=[C:21]2[N:20]([C@H:26]2[CH2:31][CH2:30][C@H:29]([O:32][CH:33]([CH3:38])[C:34]([OH:37])([CH3:36])[CH3:35])[CH2:28][CH2:27]2)[C:19](=[O:39])[C:18]=1[CH2:40][C:41]1[CH:46]=[CH:45][C:44]([C:47]2[C:48]([C:53]#[N:54])=[CH:49][CH:50]=[CH:51][CH:52]=2)=[CH:43][CH:42]=1)[CH2:14][CH2:15][CH3:16]. Product: [CH2:13]([C:17]1[N:22]2[N:23]=[CH:24][N:25]=[C:21]2[N:20]([C@H:26]2[CH2:31][CH2:30][C@H:29]([O:32][CH:33]([CH3:38])[C:34]([OH:37])([CH3:36])[CH3:35])[CH2:28][CH2:27]2)[C:19](=[O:39])[C:18]=1[CH2:40][C:41]1[CH:46]=[CH:45][C:44]([C:47]2[CH:52]=[CH:51][CH:50]=[CH:49][C:48]=2[C:53]2[NH:3][C:4](=[O:7])[O:5][N:54]=2)=[CH:43][CH:42]=1)[CH2:14][CH2:15][CH3:16]. The catalyst class is: 13. (2) Reactant: Cl[C:2]1[C:7]([F:8])=[C:6]([CH2:9][N:10]2[CH2:15][CH2:14][N:13]([C:16](=[O:18])[CH3:17])[CH2:12][CH2:11]2)[CH:5]=[CH:4][N:3]=1.CC([O-])(C)C.[Na+].C1C=CC(P(C2C(C3C(P(C4C=CC=CC=4)C4C=CC=CC=4)=CC=C4C=3C=CC=C4)=C3C(C=CC=C3)=CC=2)C2C=CC=CC=2)=CC=1.C(=[NH:84])(C1C=CC=CC=1)C1C=CC=CC=1.Cl.C1COCC1. Product: [C:16]([N:13]1[CH2:14][CH2:15][N:10]([CH2:9][C:6]2[CH:5]=[CH:4][N:3]=[C:2]([NH2:84])[C:7]=2[F:8])[CH2:11][CH2:12]1)(=[O:18])[CH3:17]. The catalyst class is: 101. (3) Reactant: [N:1]1[N:2]([C:6]2[CH:11]=[CH:10][CH:9]=[CH:8][C:7]=2[C:12]([N:14]2[CH2:19][C@H:18]([OH:20])[CH2:17][CH2:16][C@H:15]2[CH3:21])=[O:13])[N:3]=[CH:4][CH:5]=1.[H-].[Na+].F[C:25]1[N:34]=[CH:33][CH:32]=[C:31]([I:35])[C:26]=1[C:27]([O:29][CH3:30])=[O:28]. Product: [N:1]1[N:2]([C:6]2[CH:11]=[CH:10][CH:9]=[CH:8][C:7]=2[C:12]([N:14]2[C@H:15]([CH3:21])[CH2:16][CH2:17][C@@H:18]([O:20][C:25]3[N:34]=[CH:33][CH:32]=[C:31]([I:35])[C:26]=3[C:27]([O:29][CH3:30])=[O:28])[CH2:19]2)=[O:13])[N:3]=[CH:4][CH:5]=1. The catalyst class is: 16. (4) Product: [Cl:10][C:11]1[CH:16]=[C:15]([O:7][CH2:6][CH2:5][C:4]([CH3:9])([CH3:8])[CH3:3])[N:14]=[CH:13][N:12]=1. Reactant: [H-].[Na+].[CH3:3][C:4]([CH3:9])([CH3:8])[CH2:5][CH2:6][OH:7].[Cl:10][C:11]1[CH:16]=[C:15](Cl)[N:14]=[CH:13][N:12]=1.[Cl-].[NH4+]. The catalyst class is: 7. (5) Reactant: Cl[C:2]1[C:11]2[C:6](=[CH:7][C:8]([O:14][CH3:15])=[C:9]([O:12][CH3:13])[CH:10]=2)[N:5]=[CH:4][CH:3]=1.[OH:16][C:17]1[C:18](I)=[N:19][C:20]([CH3:23])=[CH:21][CH:22]=1. Product: [CH3:23][C:20]1[N:19]=[CH:18][C:17]([O:16][C:2]2[C:11]3[C:6](=[CH:7][C:8]([O:14][CH3:15])=[C:9]([O:12][CH3:13])[CH:10]=3)[N:5]=[CH:4][CH:3]=2)=[CH:22][CH:21]=1. The catalyst class is: 420. (6) Reactant: [CH3:1][N:2]1[CH2:15][CH2:14][C:13]2[C:12]3[CH:11]=[C:10]([CH3:16])[CH:9]=[CH:8][C:7]=3[NH:6][C:5]=2[CH2:4][CH2:3]1.[H-].[Na+].[CH3:19][O:20][C:21]1[CH:22]=[C:23]([CH:29]2[CH2:31][O:30]2)[CH:24]=[CH:25][C:26]=1[O:27][CH3:28]. Product: [CH3:19][O:20][C:21]1[CH:22]=[C:23]([CH:29]([OH:30])[CH2:31][N:6]2[C:7]3[CH:8]=[CH:9][C:10]([CH3:16])=[CH:11][C:12]=3[C:13]3[CH2:14][CH2:15][N:2]([CH3:1])[CH2:3][CH2:4][C:5]2=3)[CH:24]=[CH:25][C:26]=1[O:27][CH3:28]. The catalyst class is: 3.